This data is from Full USPTO retrosynthesis dataset with 1.9M reactions from patents (1976-2016). The task is: Predict the reactants needed to synthesize the given product. (1) Given the product [CH3:31][O:32][CH2:9][C:7]1[NH:6][N:5]=[C:4]([CH2:3][NH:2][CH3:1])[CH:8]=1, predict the reactants needed to synthesize it. The reactants are: [CH3:1][NH:2][CH2:3][C:4]1[CH:8]=[C:7]([C:9](F)(F)F)[NH:6][N:5]=1.C1(C2NN=C(CNC)C=2)CC1.FC(F)(F)C1C=C([C:31](O)=[O:32])NN=1. (2) Given the product [CH2:34]([C@@H:14]([CH2:13][CH2:12][C@H:8]([CH2:1][C:2]1[CH:3]=[CH:4][CH:5]=[CH:6][CH:7]=1)[C:9]([NH:41][C@H:42]1[CH2:49][CH:48]=[CH:47][CH2:46][CH2:45][N:44]([CH2:50][C:51]2[CH:56]=[CH:55][CH:54]=[CH:53][CH:52]=2)[C:43]1=[O:57])=[O:10])[C:15]([NH:17][C@H:18]1[CH2:24][CH2:23][S:22][C@H:21]2[CH2:25][CH2:26][CH2:27][C@@H:28]([C:29]([O:31][CH3:32])=[O:30])[N:20]2[C:19]1=[O:33])=[O:16])[C:35]1[CH:40]=[CH:39][CH:38]=[CH:37][CH:36]=1, predict the reactants needed to synthesize it. The reactants are: [CH2:1]([C@@H:8]([CH2:12][CH2:13][C@H:14]([CH2:34][C:35]1[CH:40]=[CH:39][CH:38]=[CH:37][CH:36]=1)[C:15]([NH:17][C@H:18]1[CH2:24][CH2:23][S:22][C@H:21]2[CH2:25][CH2:26][CH2:27][C@@H:28]([C:29]([O:31][CH3:32])=[O:30])[N:20]2[C:19]1=[O:33])=[O:16])[C:9](O)=[O:10])[C:2]1[CH:7]=[CH:6][CH:5]=[CH:4][CH:3]=1.[NH2:41][C@H:42]1[CH2:49][CH:48]=[CH:47][CH2:46][CH2:45][N:44]([CH2:50][C:51]2[CH:56]=[CH:55][CH:54]=[CH:53][CH:52]=2)[C:43]1=[O:57]. (3) Given the product [C:1]([O:7][CH2:8][N:9]1[C:13]2[N:14]=[CH:15][N:16]=[C:17]([C:18]3[CH:19]=[N:20][N:21]([C:30]4([CH2:32][C:33]#[N:34])[CH2:31][N:28]([S:25]([CH2:23][CH3:24])(=[O:27])=[O:26])[CH2:29]4)[CH:22]=3)[C:12]=2[CH:11]=[CH:10]1)(=[O:6])[C:2]([CH3:5])([CH3:4])[CH3:3], predict the reactants needed to synthesize it. The reactants are: [C:1]([O:7][CH2:8][N:9]1[C:13]2[N:14]=[CH:15][N:16]=[C:17]([C:18]3[CH:19]=[N:20][NH:21][CH:22]=3)[C:12]=2[CH:11]=[CH:10]1)(=[O:6])[C:2]([CH3:5])([CH3:4])[CH3:3].[CH2:23]([S:25]([N:28]1[CH2:31][C:30](=[CH:32][C:33]#[N:34])[CH2:29]1)(=[O:27])=[O:26])[CH3:24].C1CCN2C(=NCCC2)CC1. (4) Given the product [F:21][C:22]1[CH:23]=[CH:24][C:25]([CH2:26][N:27]2[C:31]3[CH:32]=[CH:6][N:7]=[CH:35][C:30]=3[N:29]=[C:28]2[C:36]([O:38][CH3:39])=[O:37])=[CH:40][CH:41]=1, predict the reactants needed to synthesize it. The reactants are: FC1C=CC([CH2:6][N:7]2C3C=NC(C(O)=O)=CC=3N=C2)=CC=1.[F:21][C:22]1[CH:41]=[CH:40][C:25]([CH2:26][N:27]2[C:31]3[CH:32]=NC=[CH:35][C:30]=3[N:29]=[C:28]2[C:36]([O:38][CH3:39])=[O:37])=[CH:24][CH:23]=1. (5) Given the product [ClH:16].[CH:1]1([NH:6][C:7]([NH:18][C:19]2[CH:24]=[CH:23][C:22]([C:25]3[CH:26]=[CH:27][C:28]([NH:31][C:32]([C@@H:34]4[CH:39]5[CH2:38][CH2:37][N:36]([CH2:41][CH2:40]5)[CH2:35]4)=[O:33])=[CH:29][CH:30]=3)=[CH:21][CH:20]=2)=[O:8])[CH2:5][CH2:4][CH2:3][CH2:2]1, predict the reactants needed to synthesize it. The reactants are: [CH:1]1([N:6]=[C:7]=[O:8])[CH2:5][CH2:4][CH2:3][CH2:2]1.C(N(CC)CC)C.[ClH:16].Cl.[NH2:18][C:19]1[CH:24]=[CH:23][C:22]([C:25]2[CH:30]=[CH:29][C:28]([NH:31][C:32]([C@@H:34]3[CH:39]4[CH2:40][CH2:41][N:36]([CH2:37][CH2:38]4)[CH2:35]3)=[O:33])=[CH:27][CH:26]=2)=[CH:21][CH:20]=1.O. (6) Given the product [Cl:1][C:2]1[CH:3]=[N:4][CH:5]=[CH:6][C:7]=1[C:8]1[O:20][C:11]2[CH:12]=[CH:13][C:14]([C:16]([CH3:17])([CH3:19])[CH3:18])=[CH:15][C:10]=2[N:9]=1, predict the reactants needed to synthesize it. The reactants are: [Cl:1][C:2]1[CH:3]=[N:4][CH:5]=[CH:6][C:7]=1[CH:8]=[N:9][C:10]1[CH:15]=[C:14]([C:16]([CH3:19])([CH3:18])[CH3:17])[CH:13]=[CH:12][C:11]=1[OH:20].C(O)(=O)C.C(O)(=O)C.IC1C=CC=CC=1.